Predict the reaction yield, written as a fraction of the theoretical maximum amount of product (1.0 means a 100% yield; for example, 0.34 means a 34% yield). From a dataset of Reaction yield outcomes from USPTO patents with 853,638 reactions. (1) The reactants are [C:1]([Si:5]([CH3:37])([CH3:36])[O:6][C:7]([C:9]1[CH:14]=[CH:13][CH:12]=[CH:11][C:10]=1[C:15]1[CH:35]=[CH:34][C:18]2[NH:19][C:20]([CH2:22][O:23][C:24]3[CH:29]=[CH:28][C:27]([C:30]([F:33])([F:32])[F:31])=[CH:26][CH:25]=3)=[N:21][C:17]=2[CH:16]=1)=[CH2:8])([CH3:4])([CH3:3])[CH3:2].ClC1C=C(C=CC=1)C(OO)=[O:43]. The catalyst is C(Cl)Cl. The product is [C:1]([Si:5]([CH3:37])([CH3:36])[O:6][C:7]1([C:9]2[CH:14]=[CH:13][CH:12]=[CH:11][C:10]=2[C:15]2[CH:35]=[CH:34][C:18]3[NH:19][C:20]([CH2:22][O:23][C:24]4[CH:25]=[CH:26][C:27]([C:30]([F:31])([F:33])[F:32])=[CH:28][CH:29]=4)=[N:21][C:17]=3[CH:16]=2)[CH2:8][O:43]1)([CH3:2])([CH3:4])[CH3:3]. The yield is 0.940. (2) The product is [Cl:1][C:2]1[N:6]2[CH:7]=[C:8]([C:15]3[CH:19]=[CH:18][O:17][CH:16]=3)[CH:9]=[C:10]([C:11]([F:13])([F:12])[F:14])[C:5]2=[N:4][C:3]=1[C:20]#[N:22]. The yield is 0.790. The catalyst is O=P(Cl)(Cl)Cl. The reactants are [Cl:1][C:2]1[N:6]2[CH:7]=[C:8]([C:15]3[CH:19]=[CH:18][O:17][CH:16]=3)[CH:9]=[C:10]([C:11]([F:14])([F:13])[F:12])[C:5]2=[N:4][C:3]=1[C:20]([NH2:22])=O.CCOCC. (3) The reactants are [F:1][C:2]([C:8]1[CH:13]=[CH:12][CH:11]=[CH:10][N:9]=1)([CH3:7])[C:3]([O:5]C)=[O:4].C[Si](C)(C)[O-].[K+]. The catalyst is C1COCC1. The product is [F:1][C:2]([C:8]1[CH:13]=[CH:12][CH:11]=[CH:10][N:9]=1)([CH3:7])[C:3]([OH:5])=[O:4]. The yield is 0.950.